This data is from Forward reaction prediction with 1.9M reactions from USPTO patents (1976-2016). The task is: Predict the product of the given reaction. (1) Given the reactants S(S([O-])=O)([O-])=O.[Na+].[Na+].[Cl:9][CH2:10][CH2:11][CH2:12][CH2:13][NH:14][C:15]1[C:20]([N+:21]([O-])=O)=[C:19]([O:24][C:25]2[CH:30]=[CH:29][CH:28]=[CH:27][CH:26]=2)[N:18]=[C:17]([CH3:31])[C:16]=1[CH3:32].C(O)C, predict the reaction product. The product is: [Cl:9][CH2:10][CH2:11][CH2:12][CH2:13][NH:14][C:15]1[C:16]([CH3:32])=[C:17]([CH3:31])[N:18]=[C:19]([O:24][C:25]2[CH:26]=[CH:27][CH:28]=[CH:29][CH:30]=2)[C:20]=1[NH2:21]. (2) Given the reactants [CH:1]1([C:4]2[N:8]([CH2:9][C:10]3[C:15]([F:16])=[CH:14][C:13]([O:17][CH2:18][CH3:19])=[CH:12][C:11]=3[F:20])[N:7]=[C:6]([C:21]3[N:26]=[C:25]([NH2:27])[CH:24]=[CH:23][N:22]=3)[C:5]=2C)[CH2:3][CH2:2]1.[ClH:29].Cl[C:31]1[CH:36]=[CH:35][N:34]=[CH:33][N:32]=1.C(=O)([O-])[O-].[Cs+].[Cs+].C1(P(C2C=CC=CC=2)C2C3OC4C(=CC=CC=4P(C4C=CC=CC=4)C4C=CC=CC=4)C(C)(C)C=3C=CC=2)C=CC=CC=1, predict the reaction product. The product is: [Cl:29][C:5]1[C:6]([C:21]2[N:26]=[C:25]([NH:27][C:31]3[CH:36]=[CH:35][N:34]=[CH:33][N:32]=3)[CH:24]=[CH:23][N:22]=2)=[N:7][N:8]([CH2:9][C:10]2[C:15]([F:16])=[CH:14][C:13]([O:17][CH2:18][CH3:19])=[CH:12][C:11]=2[F:20])[C:4]=1[CH:1]1[CH2:2][CH2:3]1.